Dataset: Forward reaction prediction with 1.9M reactions from USPTO patents (1976-2016). Task: Predict the product of the given reaction. (1) Given the reactants [I:1][C:2]1[CH:7]=[CH:6][C:5]([N:8]2[CH:13]=[CH:12][CH:11]=[CH:10][C:9]2=O)=[CH:4][CH:3]=1.C([O-])(O)=O.[Na+].P12(SP3(SP(SP(S3)(S1)=S)(=S)S2)=S)=[S:21].O, predict the reaction product. The product is: [I:1][C:2]1[CH:7]=[CH:6][C:5]([N:8]2[CH:13]=[CH:12][CH:11]=[CH:10][C:9]2=[S:21])=[CH:4][CH:3]=1. (2) The product is: [CH3:14][C:11]1[CH:12]=[CH:13][C:7]2[C:6]3[C:15]([N:1]4[CH2:24][CH2:29][N:4]([CH3:5])[CH2:3][CH2:2]4)=[N:1][C:2]4[CH:23]=[CH:22][CH:21]=[CH:20][C:3]=4[NH:4][C:5]=3[S:9][C:8]=2[CH:10]=1. Given the reactants [NH2:1][C:2]1[CH:23]=[CH:22][CH:21]=[CH:20][C:3]=1[NH:4][C:5]1[S:9][C:8]2[CH:10]=[C:11]([CH3:14])[CH:12]=[CH:13][C:7]=2[C:6]=1[C:15](OCC)=O.[C:24]1(OC)[CH:29]=CC=CC=1, predict the reaction product. (3) Given the reactants [NH2:1][CH2:2][CH2:3][C:4]1[N:5]=[C:6]([C:9]2[CH:16]=[CH:15][C:12]([C:13]#[N:14])=[CH:11][CH:10]=2)[O:7][CH:8]=1.[F:17][C:18]([F:34])([F:33])[C:19]1[O:23][N:22]=[C:21]([C:24]2[CH:25]=[N:26][CH:27]=[C:28]([CH:32]=2)[C:29](O)=[O:30])[N:20]=1, predict the reaction product. The product is: [C:13]([C:12]1[CH:15]=[CH:16][C:9]([C:6]2[O:7][CH:8]=[C:4]([CH2:3][CH2:2][NH:1][C:29](=[O:30])[C:28]3[CH:32]=[C:24]([C:21]4[N:20]=[C:19]([C:18]([F:34])([F:33])[F:17])[O:23][N:22]=4)[CH:25]=[N:26][CH:27]=3)[N:5]=2)=[CH:10][CH:11]=1)#[N:14]. (4) Given the reactants [C:1]([OH:6])(=[O:5])[C:2]([OH:4])=[O:3].[CH3:7][O:8][C:9]1[CH:10]=[C:11]2[C:16](=[CH:17][C:18]=1[O:19][CH3:20])[CH:15]([CH2:21][C:22]1[CH:27]=[CH:26][C:25]([C:28]3([C:33]4[CH:38]=[CH:37][CH:36]=[CH:35][CH:34]=4)SCCS3)=[CH:24][CH:23]=1)[NH:14][CH2:13][CH2:12]2.[OH-].[Na+].O.C(O)(=O)C(O)=[O:44], predict the reaction product. The product is: [C:1]([OH:6])(=[O:5])[C:2]([OH:4])=[O:3].[CH3:7][O:8][C:9]1[CH:10]=[C:11]2[C:16](=[CH:17][C:18]=1[O:19][CH3:20])[CH:15]([CH2:21][C:22]1[CH:27]=[CH:26][C:25]([C:28]([C:33]3[CH:34]=[CH:35][CH:36]=[CH:37][CH:38]=3)=[O:44])=[CH:24][CH:23]=1)[NH:14][CH2:13][CH2:12]2. (5) Given the reactants [NH:1]1[C:9]2[C:4](=[CH:5][CH:6]=[C:7]([OH:10])[CH:8]=2)[CH:3]=[N:2]1.C(=O)([O-])[O-].[K+].[K+].[CH2:17](I)[CH:18]=[CH2:19], predict the reaction product. The product is: [CH2:19]([O:10][C:7]1[CH:8]=[C:9]2[C:4]([CH:3]=[N:2][NH:1]2)=[CH:5][CH:6]=1)[CH:18]=[CH2:17].